From a dataset of CYP2C9 inhibition data for predicting drug metabolism from PubChem BioAssay. Regression/Classification. Given a drug SMILES string, predict its absorption, distribution, metabolism, or excretion properties. Task type varies by dataset: regression for continuous measurements (e.g., permeability, clearance, half-life) or binary classification for categorical outcomes (e.g., BBB penetration, CYP inhibition). Dataset: cyp2c9_veith. (1) The result is 0 (non-inhibitor). The drug is CC1=C(C(=O)O)N2C(=O)C(NC(=O)c3ccn(C)n3)C2SC1. (2) The drug is O=C(O)c1ccccc1C(=O)Nc1ccc(S(=O)(=O)Nc2nccs2)cc1. The result is 0 (non-inhibitor). (3) The molecule is COC(=O)[C@@H](N)CCCN=C(N)N[N+](=O)[O-]. The result is 0 (non-inhibitor). (4) The drug is O=C(N/N=C/c1ccc(Cl)cc1Cl)c1cccc(F)c1. The result is 1 (inhibitor). (5) The drug is O=C1[C@H]2CC[C@H]3/C(=N\OCc4ccccc4)C[C@@H](O)[C@@H](O)[C@@H]3[C@@H]2C(=O)N1C[C@@H]1CCCO1. The result is 0 (non-inhibitor). (6) The compound is COc1ccccc1CN1CCC2(CC1)CCN(C(=O)c1ccco1)CC2. The result is 0 (non-inhibitor).